Dataset: Forward reaction prediction with 1.9M reactions from USPTO patents (1976-2016). Task: Predict the product of the given reaction. Given the reactants [CH3:1][C:2]1[CH:3]=[C:4]([NH:9][CH2:10][CH2:11][C:12]2[CH:17]=[CH:16][C:15]([C:18]([F:21])([F:20])[F:19])=[CH:14][CH:13]=2)[CH:5]=[CH:6][C:7]=1[CH3:8].C(OC([NH:29][CH:30]([C:34]1[CH:39]=[CH:38][C:37]([F:40])=[CH:36][CH:35]=1)[C:31](O)=[O:32])=O)(C)(C)C, predict the reaction product. The product is: [NH2:29][C@H:30]([C:34]1[CH:39]=[CH:38][C:37]([F:40])=[CH:36][CH:35]=1)[C:31]([N:9]([C:4]1[CH:5]=[CH:6][C:7]([CH3:8])=[C:2]([CH3:1])[CH:3]=1)[CH2:10][CH2:11][C:12]1[CH:17]=[CH:16][C:15]([C:18]([F:20])([F:19])[F:21])=[CH:14][CH:13]=1)=[O:32].